From a dataset of Catalyst prediction with 721,799 reactions and 888 catalyst types from USPTO. Predict which catalyst facilitates the given reaction. (1) Reactant: [Cl:1][C:2]1[CH:7]=[C:6]([O:8][CH3:9])[CH:5]=[CH:4][C:3]=1[C:10]1[C:11]([C:16]([OH:18])=O)=[CH:12][CH:13]=[CH:14][CH:15]=1.CS(O)(=O)=O.O=P12OP3(OP(OP(O3)(O1)=O)(=O)O2)=O. Product: [Cl:1][C:2]1[C:3]2[C:10]3[C:11](=[CH:12][CH:13]=[CH:14][CH:15]=3)[C:16](=[O:18])[C:4]=2[CH:5]=[C:6]([O:8][CH3:9])[CH:7]=1. The catalyst class is: 6. (2) Reactant: O=[C:2]1[C:11]2[C:6](=[CH:7][CH:8]=[CH:9][CH:10]=2)[S:5][CH:4]([C:12]([OH:14])=[O:13])[CH2:3]1.[C:15]1([NH:21]N)[CH:20]=[CH:19][CH:18]=[CH:17][CH:16]=1.[CH3:23][CH2:24]O. Product: [CH2:23]([O:14][C:12]([CH:4]1[C:3]2[C:20]3[C:15](=[CH:16][CH:17]=[CH:18][CH:19]=3)[NH:21][C:2]=2[C:11]2[CH:10]=[CH:9][CH:8]=[CH:7][C:6]=2[S:5]1)=[O:13])[CH3:24]. The catalyst class is: 82.